This data is from Forward reaction prediction with 1.9M reactions from USPTO patents (1976-2016). The task is: Predict the product of the given reaction. (1) The product is: [C:1]([C:4]1[CH:5]=[CH:6][C:7]([O:10][CH2:11][CH2:12][C:13]([NH:18][CH:19]2[CH2:24][CH2:23][N:22]([CH2:25][C:26]3[CH:31]=[CH:30][C:29]([Cl:32])=[C:28]([Cl:33])[CH:27]=3)[CH2:21][CH2:20]2)=[O:15])=[CH:8][CH:9]=1)(=[O:3])[CH3:2]. Given the reactants [C:1]([C:4]1[CH:9]=[CH:8][C:7]([O:10][CH2:11][CH2:12][C:13]([OH:15])=O)=[CH:6][CH:5]=1)(=[O:3])[CH3:2].Cl.Cl.[NH2:18][CH:19]1[CH2:24][CH2:23][N:22]([CH2:25][C:26]2[CH:31]=[CH:30][C:29]([Cl:32])=[C:28]([Cl:33])[CH:27]=2)[CH2:21][CH2:20]1.CCN=C=NCCCN(C)C.Cl.C1C=CC2N(O)N=NC=2C=1, predict the reaction product. (2) Given the reactants [O:1]1[C:7]2[CH:8]=[CH:9][C:10]([CH:12]=O)=[CH:11][C:6]=2[O:5][CH2:4][CH2:3][CH2:2]1.[CH3:14][CH:15]([CH3:19])[C:16](=[O:18])[CH3:17].[OH-].[Na+], predict the reaction product. The product is: [O:1]1[C:7]2[CH:8]=[CH:9][C:10]([CH:12]=[CH:17][C:16](=[O:18])[CH:15]([CH3:19])[CH3:14])=[CH:11][C:6]=2[O:5][CH2:4][CH2:3][CH2:2]1.